From a dataset of NCI-60 drug combinations with 297,098 pairs across 59 cell lines. Regression. Given two drug SMILES strings and cell line genomic features, predict the synergy score measuring deviation from expected non-interaction effect. (1) Drug 1: C1=NC2=C(N1)C(=S)N=C(N2)N. Drug 2: C(CN)CNCCSP(=O)(O)O. Cell line: SNB-19. Synergy scores: CSS=6.03, Synergy_ZIP=1.17, Synergy_Bliss=9.45, Synergy_Loewe=-0.950, Synergy_HSA=2.16. (2) Drug 1: C1=CC(=CC=C1CCC2=CNC3=C2C(=O)NC(=N3)N)C(=O)NC(CCC(=O)O)C(=O)O. Drug 2: CCN(CC)CCCC(C)NC1=C2C=C(C=CC2=NC3=C1C=CC(=C3)Cl)OC. Cell line: SK-MEL-5. Synergy scores: CSS=8.50, Synergy_ZIP=-3.96, Synergy_Bliss=-4.42, Synergy_Loewe=-3.19, Synergy_HSA=-3.05. (3) Drug 1: C1CCC(C1)C(CC#N)N2C=C(C=N2)C3=C4C=CNC4=NC=N3. Drug 2: C1CC(=O)NC(=O)C1N2CC3=C(C2=O)C=CC=C3N. Cell line: NCI/ADR-RES. Synergy scores: CSS=3.98, Synergy_ZIP=-1.38, Synergy_Bliss=-2.05, Synergy_Loewe=-0.420, Synergy_HSA=-1.84. (4) Drug 1: C1=C(C(=O)NC(=O)N1)N(CCCl)CCCl. Drug 2: C1=CN(C(=O)N=C1N)C2C(C(C(O2)CO)O)O.Cl. Cell line: SW-620. Synergy scores: CSS=57.1, Synergy_ZIP=-0.0244, Synergy_Bliss=-0.536, Synergy_Loewe=-20.9, Synergy_HSA=3.79. (5) Drug 1: CCC1=C2CN3C(=CC4=C(C3=O)COC(=O)C4(CC)O)C2=NC5=C1C=C(C=C5)O. Drug 2: CC1C(C(CC(O1)OC2CC(CC3=C2C(=C4C(=C3O)C(=O)C5=C(C4=O)C(=CC=C5)OC)O)(C(=O)CO)O)N)O.Cl. Cell line: CCRF-CEM. Synergy scores: CSS=54.1, Synergy_ZIP=-7.03, Synergy_Bliss=-9.16, Synergy_Loewe=-9.53, Synergy_HSA=-5.36.